Dataset: HIV replication inhibition screening data with 41,000+ compounds from the AIDS Antiviral Screen. Task: Binary Classification. Given a drug SMILES string, predict its activity (active/inactive) in a high-throughput screening assay against a specified biological target. The drug is CN1c2ccccc2C(=O)N2C(=O)CCC21C. The result is 0 (inactive).